This data is from Experimentally validated miRNA-target interactions with 360,000+ pairs, plus equal number of negative samples. The task is: Binary Classification. Given a miRNA mature sequence and a target amino acid sequence, predict their likelihood of interaction. (1) The miRNA is mmu-miR-203-3p with sequence GUGAAAUGUUUAGGACCACUAG. Result: 0 (no interaction). The protein sequence of the target gene is MGDTFIRHIALLGFEKRFIPSQHYVYMFLVKWQDLSEKVVYRKFTEIYEFHKMLKEMFPIEAGEIHTENRVIPHLPAPRWFDGQRAAESRQGTLTEYFNGLMGLPVKISRCPHLLDFFKVRPDDLKLPTDSQAKKPETYLVPKDGKNNVADITGPIILQTYRAIADYEKSSGTEMTVATGDVVDVVEKSESGWWFCQMKTKRGWVPASYLEPLDSPDEAEDPDPNYAGEPYVTIKAYAAVEEDEMSLSEGEAIEVIHKLLDGWWVVRKGDITGYFPSMYLQKAGEEITQAQRQIRGRGAP.... (2) The miRNA is hsa-miR-103a-3p with sequence AGCAGCAUUGUACAGGGCUAUGA. The protein sequence of the target gene is MSRRSQRLTRYSQGDDDGSSSSGGSSVAGSQSTLFKDSPLRTLKRKSSNMKRLSPAPQLGPSSDAHTSYYSESLVHESWFPPRSSLEELHGDANWGEDLRVRRRRGTGGSESSRASGLVGRKATEDFLGSSSGYSSEDDYVGYSDVDQQSSSSRLRSAVSRAGSLLWMVATSPGRLFRLLYWWAGTTWYRLTTAASLLDVFVLTRRFSSLKTFLWFLLPLLLLTCLTYGAWYFYPYGLQTFHPALVSWWAAKDSRRPDEGWEARDSSPHFQAEQRVMSRVHSLERRLEALAAEFSSNWQK.... Result: 1 (interaction). (3) Result: 0 (no interaction). The protein sequence of the target gene is MWRSRWDASVLKAEALALLPCGLGMAFSQSHVMAARRHQHSRLIIEVDEYSSNPTQAFTFYNINQGRFQPPHVQMVDPVPHDAPKPPGYTRFVCVSDTHSRTDPIQMPYGDVLIHAGDFTELGLPSEVKKFNEWLGSLPYEYKIVIAGNHELTFDQEFMADLIKQDFYYFPSVSKLKPENYENVQSLLTNCIYLQDSEVTVRGFRIYGSPWQPWFYGWGFNLPRGQALLEKWNLIPEGVDILITHGPPLGFLDWVPKKMQRVGCVELLNTVQRRVQPRLHVFGHIHEGYGVMADGTTTYV.... The miRNA is hsa-miR-301a-5p with sequence GCUCUGACUUUAUUGCACUACU. (4) The miRNA is dre-miR-200b-3p with sequence UAAUACUGCCUGGUAAUGAUGA. The protein sequence of the target gene is MKTPENLEEPSATPNPSRTPTERFVYLEALLEGGAPWGFTLKGGLERGEPLIISKIEEGGKADSVSSGLQAGDEVIHINEVALSSPRREAVSLVKGSYKTLRLVVRRDVCAAPGHADPGTSKSLSSELLTCSPQHRKATWSGGVKLRLKQRCSEPATRPHSWHTTKFGETQPDVSMMQISQGTMGPPWHQSYHSSSSTSDLSNYDHAYLRRSPDQCSSQGSMESLEPSGGYPPCHLLSPAKSTSSIDQLGHLHNKRDSAYSSFSTSSSIFEYPPPGGSARERSGSMDVISARGGLLEGMR.... Result: 0 (no interaction). (5) The miRNA is cel-miR-85-3p with sequence UACAAAGUAUUUGAAAAGUCGUGC. The protein sequence of the target gene is MATVAPKGNCLVARAIPSDSHADQLTDLLCKLSVNGDANQKSVNKFESQHGVTPSDFRDIQNIRSSALAKKTKTSKFQLDGVTLFADLTPNSKSKKKTENQETKEKDEEAEEKKDGPPKDDKELKMKKEKEQEDENAELDEQKKDGDLLGRGPVHNVRVATGGSHPYHRAQIPYGCAAQTPITDISAYTGYGSGYECGSTWSLSPDTTIGSISASTTPDTVLSSDGYGSASPPQHSPKESLQSPFSDISSADTSRVLTPENNELPESLQDFILQYSNQYTKEESIRGRPPSADSGVSSPM.... Result: 1 (interaction).